This data is from Full USPTO retrosynthesis dataset with 1.9M reactions from patents (1976-2016). The task is: Predict the reactants needed to synthesize the given product. (1) The reactants are: [O:1]1[C:10]2[C:5](=[CH:6][CH:7]=[C:8]3[CH:14]=[CH:13][CH:12]=[CH:11][C:9]3=2)[CH2:4][CH2:3][C@@H:2]1[CH2:15][OH:16].[C:17]1([CH3:27])[CH:22]=[CH:21][C:20]([S:23](Cl)(=[O:25])=[O:24])=[CH:19][CH:18]=1.C(N(CC)C(C)C)(C)C. Given the product [CH3:27][C:17]1[CH:22]=[CH:21][C:20]([S:23]([O:16][CH2:15][C@H:2]2[CH2:3][CH2:4][C:5]3[C:10](=[C:9]4[CH:11]=[CH:12][CH:13]=[CH:14][C:8]4=[CH:7][CH:6]=3)[O:1]2)(=[O:25])=[O:24])=[CH:19][CH:18]=1, predict the reactants needed to synthesize it. (2) The reactants are: CC(OC(/[N:7]=N/C(OC(C)C)=O)=O)C.[CH:32]1[CH:33]=[CH:28]C(P([C:28]2[CH:33]=[CH:32][CH:31]=[CH:30]C=2)[C:32]2[CH:33]=[CH:28]C=[CH:30][CH:31]=2)=[CH:30][CH:31]=1.[OH:34][C:35]1[CH:36]=[C:37]([CH:42]=[CH:43][CH:44]=1)[C:38]([O:40][CH3:41])=[O:39].[CH2:45]1[CH2:49]OCC1. Given the product [N:7]12[CH2:30][CH2:31][CH:32]([CH2:33][CH2:28]1)[CH:45]([O:34][C:35]1[CH:36]=[C:37]([CH:42]=[CH:43][CH:44]=1)[C:38]([O:40][CH3:41])=[O:39])[CH2:49]2, predict the reactants needed to synthesize it. (3) Given the product [Cl:26][C:23]1[CH:24]=[CH:25][C:20]([C:18]([NH:17][CH:13]([CH2:12][C:7]2[C:5]3[C:4](=[CH:3][CH:2]=[CH:1][CH:6]=3)[NH:11][C:9](=[O:10])[CH:8]=2)[C:14]([O:16][CH2:31][CH:27]2[CH2:30][CH2:29][CH2:28]2)=[O:15])=[O:19])=[CH:21][CH:22]=1, predict the reactants needed to synthesize it. The reactants are: [CH:1]1[CH:2]=[CH:3][C:4]2[NH:11][C:9](=[O:10])[CH:8]=[C:7]([CH2:12][CH:13]([NH:17][C:18]([C:20]3[CH:21]=[CH:22][C:23]([Cl:26])=[CH:24][CH:25]=3)=[O:19])[C:14]([OH:16])=[O:15])[C:5]=2[CH:6]=1.[CH:27]1([CH2:31]O)[CH2:30][CH2:29][CH2:28]1. (4) Given the product [CH2:25]([CH:24]([C:23]1[C:4]2[C:5](=[N:6][C:7]([C:8]3[CH:13]=[CH:12][C:11]([O:14][C:15]([F:17])([F:18])[F:16])=[CH:10][C:9]=3[O:19][CH3:20])=[CH:2][N:3]=2)[N:21]([CH3:29])[CH:22]=1)[CH2:27][CH3:28])[CH3:26], predict the reactants needed to synthesize it. The reactants are: Br[C:2]1[N:3]=[C:4]2[C:23]([CH:24]([CH2:27][CH3:28])[CH2:25][CH3:26])=[CH:22][N:21]([CH3:29])[C:5]2=[N:6][C:7]=1[C:8]1[CH:13]=[CH:12][C:11]([O:14][C:15]([F:18])([F:17])[F:16])=[CH:10][C:9]=1[O:19][CH3:20].